Dataset: Forward reaction prediction with 1.9M reactions from USPTO patents (1976-2016). Task: Predict the product of the given reaction. (1) Given the reactants [NH2:1][C:2]1[CH:7]=[CH:6][C:5]([C:8]2[N:13]=[C:12]3[N:14]([CH:17]4[CH2:22][CH2:21][N:20]([C:23]([O:25][C:26]([CH3:29])([CH3:28])[CH3:27])=[O:24])[CH2:19][CH2:18]4)[N:15]=[CH:16][C:11]3=[C:10]([N:30]3[CH2:36][CH:35]4[O:37][CH:32]([CH2:33][CH2:34]4)[CH2:31]3)[N:9]=2)=[CH:4][CH:3]=1.ClC(Cl)(O[C:42](=[O:48])OC(Cl)(Cl)Cl)Cl.CN.[N-:52]=[C:53]=O, predict the reaction product. The product is: [CH3:53][NH:52][C:42]([NH:1][C:2]1[CH:3]=[CH:4][C:5]([C:8]2[N:13]=[C:12]3[N:14]([CH:17]4[CH2:18][CH2:19][N:20]([C:23]([O:25][C:26]([CH3:29])([CH3:27])[CH3:28])=[O:24])[CH2:21][CH2:22]4)[N:15]=[CH:16][C:11]3=[C:10]([N:30]3[CH2:31][CH:32]4[O:37][CH:35]([CH2:34][CH2:33]4)[CH2:36]3)[N:9]=2)=[CH:6][CH:7]=1)=[O:48]. (2) The product is: [CH3:23][O:22][C:16]1[CH:15]=[C:14]([CH:19]=[CH:18][C:17]=1[O:20][CH3:21])[CH2:13][C:12]1[N:8]([C:6]2[CH:7]=[C:2]([C:26]#[C:25][C:27]3[CH:32]=[CH:31][C:30]([CH3:33])=[CH:29][N:28]=3)[N:3]=[C:4]([CH3:24])[N:5]=2)[N:9]=[CH:10][N:11]=1. Given the reactants Cl[C:2]1[CH:7]=[C:6]([N:8]2[C:12]([CH2:13][C:14]3[CH:19]=[CH:18][C:17]([O:20][CH3:21])=[C:16]([O:22][CH3:23])[CH:15]=3)=[N:11][CH:10]=[N:9]2)[N:5]=[C:4]([CH3:24])[N:3]=1.[C:25]([C:27]1[CH:32]=[CH:31][C:30]([CH3:33])=[CH:29][N:28]=1)#[CH:26], predict the reaction product. (3) Given the reactants [C:1]([C:3]1[CH:12]=[CH:11][C:10]2[C:5](=[CH:6][CH:7]=[CH:8][CH:9]=2)[N:4]=1)#[CH:2].Br[C:14]1[C:19]([C:20]([F:23])([F:22])[F:21])=[CH:18][CH:17]=[CH:16][N:15]=1.CCOC(C)=O.CCCCCC, predict the reaction product. The product is: [F:21][C:20]([F:23])([F:22])[C:19]1[C:14]([C:2]#[C:1][C:3]2[CH:12]=[CH:11][C:10]3[C:5](=[CH:6][CH:7]=[CH:8][CH:9]=3)[N:4]=2)=[N:15][CH:16]=[CH:17][CH:18]=1. (4) Given the reactants [CH2:1]1[C:9]2[C:4](=[CH:5][CH:6]=[CH:7][CH:8]=2)[CH2:3][CH:2]1[NH:10][C:11]1[N:12]=[CH:13][C:14]2[CH2:20][N:19]([C:21]([C:23]3[CH:28]=[C:27]([C:29]#[C:30][Si](C)(C)C)[CH:26]=[CH:25][N:24]=3)=[O:22])[CH2:18][CH2:17][C:15]=2[N:16]=1.[F-].C([N+](CCCC)(CCCC)CCCC)CCC, predict the reaction product. The product is: [C:29]([C:27]1[CH:26]=[CH:25][N:24]=[C:23]([C:21]([N:19]2[CH2:18][CH2:17][C:15]3[N:16]=[C:11]([NH:10][CH:2]4[CH2:1][C:9]5[C:4](=[CH:5][CH:6]=[CH:7][CH:8]=5)[CH2:3]4)[N:12]=[CH:13][C:14]=3[CH2:20]2)=[O:22])[CH:28]=1)#[CH:30]. (5) Given the reactants [OH:1][C:2]1[CH:11]=[CH:10][C:5]([C:6]([O:8][CH3:9])=[O:7])=[CH:4][C:3]=1[N+:12]([O-:14])=[O:13].C(=O)([O-])[O-].[K+].[K+].Br[CH2:22][C:23]([O:25][CH3:26])=[O:24].Cl, predict the reaction product. The product is: [CH3:26][O:25][C:23](=[O:24])[CH2:22][O:1][C:2]1[CH:11]=[CH:10][C:5]([C:6]([O:8][CH3:9])=[O:7])=[CH:4][C:3]=1[N+:12]([O-:14])=[O:13]. (6) Given the reactants [C:1]1([NH:7][C:8]([C@@H:10]2[C@@H:14]([CH2:15][C:16]3[CH:21]=[CH:20][CH:19]=[CH:18][CH:17]=3)[CH2:13][N:12]([CH2:22][C:23]3[CH:28]=[CH:27][CH:26]=[CH:25][CH:24]=3)[CH2:11]2)=O)[CH:6]=[CH:5][CH:4]=[CH:3][CH:2]=1.[H-].[H-].[H-].[H-].[Li+].[Al+3].O.[OH-].[Na+], predict the reaction product. The product is: [CH2:22]([N:12]1[CH2:13][C@H:14]([CH2:15][C:16]2[CH:17]=[CH:18][CH:19]=[CH:20][CH:21]=2)[C@@H:10]([CH2:8][NH:7][C:1]2[CH:6]=[CH:5][CH:4]=[CH:3][CH:2]=2)[CH2:11]1)[C:23]1[CH:24]=[CH:25][CH:26]=[CH:27][CH:28]=1. (7) Given the reactants [C:1]([O:4][CH2:5][C:6](=[CH2:8])[CH3:7])(=[O:3])[CH3:2].C(=O)([O-])O.[Na+].[Cl-].[Al+3].[Cl-].[Cl-].[CH:18]1[CH:23]=[CH:22][CH:21]=[CH:20][CH:19]=1, predict the reaction product. The product is: [C:1]([O:4][CH2:5][C:6]([C:18]1[CH:23]=[CH:22][CH:21]=[CH:20][CH:19]=1)([CH3:7])[CH3:8])(=[O:3])[CH3:2]. (8) Given the reactants [CH3:1][N:2]1[C:7]2=[C:8]3[N:13]([C:14]([C:15]4[CH:20]=[CH:19][CH:18]=[CH:17][CH:16]=4)=[C:6]2[C:5](=[O:21])[N:4]([CH3:22])[C:3]1=[O:23])[CH2:12][CH2:11][CH:10]=[CH:9]3.Br[C:25]1[CH:30]=[CH:29][CH:28]=[C:27]([F:31])[C:26]=1[F:32].C1(N(C)C2CCCCC2)CCCCC1, predict the reaction product. The product is: [F:31][C:27]1[C:26]([F:32])=[CH:25][CH:30]=[CH:29][C:28]=1[C:9]1[C:8]2[N:13]([C:14]([C:15]3[CH:20]=[CH:19][CH:18]=[CH:17][CH:16]=3)=[C:6]3[C:5](=[O:21])[N:4]([CH3:22])[C:3](=[O:23])[N:2]([CH3:1])[C:7]3=2)[CH2:12][CH2:11][CH:10]=1. (9) Given the reactants [CH3:1][O:2][C:3]1[CH:4]=[C:5]2[C:9](=[CH:10][C:11]=1[N+:12]([O-:14])=[O:13])[NH:8][CH2:7][CH2:6]2.CCN=C=NCCCN(C)C.Cl.C1C=CC2N(O)N=NC=2C=1.[CH2:37]([N:40]([CH2:46][CH2:47][CH3:48])[C@H:41]([C:43](O)=[O:44])[CH3:42])[CH2:38][CH3:39], predict the reaction product. The product is: [CH3:42][C@H:41]([N:40]([CH2:37][CH2:38][CH3:39])[CH2:46][CH2:47][CH3:48])[C:43]([N:8]1[C:9]2[C:5](=[CH:4][C:3]([O:2][CH3:1])=[C:11]([N+:12]([O-:14])=[O:13])[CH:10]=2)[CH2:6][CH2:7]1)=[O:44]. (10) Given the reactants [C:1]([N:4]1[CH2:9][CH2:8][C:7](=O)[CH:6]([CH3:11])[CH2:5]1)(=[O:3])[CH3:2].Cl.C[C@H]1[C@@H]([NH2:20])CCOC1, predict the reaction product. The product is: [NH2:20][C@H:7]1[CH2:8][CH2:9][N:4]([C:1](=[O:3])[CH3:2])[CH2:5][C@H:6]1[CH3:11].